From a dataset of Catalyst prediction with 721,799 reactions and 888 catalyst types from USPTO. Predict which catalyst facilitates the given reaction. (1) Reactant: [Br:1][C:2]1[CH:7]=[C:6]([NH2:8])[N:5]=[C:4]([NH2:9])[CH:3]=1.[Li+].C[Si]([N-][Si](C)(C)C)(C)C.[F:20][CH:21]([F:31])[CH2:22]OS(C(F)(F)F)(=O)=O. Product: [Br:1][C:2]1[CH:7]=[C:6]([NH2:8])[N:5]=[C:4]([NH:9][CH2:22][CH:21]([F:31])[F:20])[CH:3]=1. The catalyst class is: 1. (2) Reactant: [C:1]([C:5]1[N:9]([CH2:10][CH:11]2[CH2:16][CH2:15][CH2:14][CH2:13][CH2:12]2)[C:8]2[CH:17]=[CH:18][C:19]([NH:21][S:22]([C:25]3[CH:30]=[CH:29][CH:28]=[CH:27][CH:26]=3)(=[O:24])=[O:23])=[CH:20][C:7]=2[N:6]=1)([CH3:4])([CH3:3])[CH3:2].[H-].[Na+].I[CH2:34][CH3:35].C(O)(C(F)(F)F)=O. Product: [C:1]([C:5]1[N:9]([CH2:10][CH:11]2[CH2:16][CH2:15][CH2:14][CH2:13][CH2:12]2)[C:8]2[CH:17]=[CH:18][C:19]([N:21]([CH2:34][CH3:35])[S:22]([C:25]3[CH:30]=[CH:29][CH:28]=[CH:27][CH:26]=3)(=[O:24])=[O:23])=[CH:20][C:7]=2[N:6]=1)([CH3:4])([CH3:2])[CH3:3]. The catalyst class is: 1. (3) Reactant: [CH2:1]([NH:8][C@H:9]([CH3:16])[C:10]1[CH:15]=[CH:14][CH:13]=[CH:12][CH:11]=1)[C:2]1[CH:7]=[CH:6][CH:5]=[CH:4][CH:3]=1.C([Li])CCC.[O:22]1[C:26]2[CH:27]=[CH:28][C:29](/[CH:31]=[CH:32]/[C:33]([O:35][CH3:36])=[O:34])=[CH:30][C:25]=2[O:24][CH2:23]1.[Cl-].[NH4+]. Product: [O:22]1[C:26]2[CH:27]=[CH:28][C:29]([C@@H:31]([N:8]([CH2:1][C:2]3[CH:7]=[CH:6][CH:5]=[CH:4][CH:3]=3)[C@@H:9]([C:10]3[CH:15]=[CH:14][CH:13]=[CH:12][CH:11]=3)[CH3:16])[CH2:32][C:33]([O:35][CH3:36])=[O:34])=[CH:30][C:25]=2[O:24][CH2:23]1. The catalyst class is: 83. (4) Reactant: C(=O)([O-])[O-].[Cs+].[Cs+].[OH:7][CH2:8][CH2:9][C:10]1[CH:15]=[CH:14][C:13]([OH:16])=[CH:12][CH:11]=1.Br[CH2:18][CH:19]([O:23][CH2:24][CH3:25])[O:20][CH2:21][CH3:22].O. Product: [CH3:13][CH2:12][CH2:11][CH:10]([CH3:15])[CH3:9].[CH2:21]([O:20][CH:19]([O:23][CH2:24][CH3:25])[CH2:18][O:16][C:13]1[CH:14]=[CH:15][C:10]([CH2:9][CH2:8][OH:7])=[CH:11][CH:12]=1)[CH3:22]. The catalyst class is: 3. (5) Reactant: [Br:1][C:2]1[CH:11]=[CH:10][CH:9]=[C:8]2[C:3]=1[N:4]=[C:5]([Cl:13])[C:6]([CH3:12])=[N:7]2.[CH3:14]I.O. Product: [Br:1][C:2]1[CH:11]=[CH:10][CH:9]=[C:8]2[C:3]=1[N:4]=[C:5]([Cl:13])[C:6]([CH2:12][CH3:14])=[N:7]2. The catalyst class is: 1. (6) Reactant: [O:1]1[CH2:6][CH2:5][CH2:4][CH2:3][CH:2]1[CH2:7][OH:8].N1C(C)=CC=CC=1C.[F:17][C:18]([F:31])([F:30])[S:19](O[S:19]([C:18]([F:31])([F:30])[F:17])(=[O:21])=[O:20])(=[O:21])=[O:20]. Product: [F:17][C:18]([F:31])([F:30])[S:19]([O:8][CH2:7][CH:2]1[CH2:3][CH2:4][CH2:5][CH2:6][O:1]1)(=[O:21])=[O:20]. The catalyst class is: 4. (7) Reactant: CSC1SC2C=C(C[C:13]3[N:17]4[N:18]=[C:19]([C:22]#[N:23])[CH:20]=[CH:21][C:16]4=[N:15][CH:14]=3)C=CC=2N=1.C1C=C(Cl)C=C(C(OO)=O)C=1.[O-]S([O-])=O.[Na+].[Na+]. Product: [N:15]1[CH:14]=[CH:13][N:17]2[C:16]=1[CH:21]=[CH:20][C:19]([C:22]#[N:23])=[N:18]2. The catalyst class is: 2. (8) Reactant: [F:1][C:2]1[C:7]([C:8]2[N:12]([S:13]([C:16]3[CH:21]=[CH:20][CH:19]=[C:18]([O:22][CH3:23])[CH:17]=3)(=[O:15])=[O:14])[CH:11]=[C:10]([CH2:24][N:25](C)[C:26](=O)[O:27][C:28]([CH3:31])(C)C)[CH:9]=2)=[CH:6][CH:5]=[CH:4][N:3]=1.C[OH:35].[C:36]([O:39]CC)(=[O:38])[CH3:37].Cl. Product: [C:28]([OH:35])(=[O:27])/[CH:31]=[CH:37]/[C:36]([OH:39])=[O:38].[F:1][C:2]1[C:7]([C:8]2[N:12]([S:13]([C:16]3[CH:21]=[CH:20][CH:19]=[C:18]([O:22][CH3:23])[CH:17]=3)(=[O:14])=[O:15])[CH:11]=[C:10]([CH2:24][NH:25][CH3:26])[CH:9]=2)=[CH:6][CH:5]=[CH:4][N:3]=1. The catalyst class is: 13. (9) Reactant: [CH3:1][S:2]([C:5]1[CH:10]=[CH:9][C:8]([C:11]2[C:12]([NH2:23])=[CH:13][C:14]([N:17]3[CH2:22][CH2:21][O:20][CH2:19][CH2:18]3)=[N:15][CH:16]=2)=[CH:7][CH:6]=1)(=[O:4])=[O:3].Cl[C:25]1[C:34]2[C:29](=[CH:30][C:31]([F:35])=[CH:32][CH:33]=2)[N:28]=[C:27]([C:36]2[CH:41]=[CH:40][CH:39]=[CH:38][N:37]=2)[C:26]=1[CH3:42].C1(P(C2CCCCC2)C2C=CC=CC=2C2C(C(C)C)=CC(C(C)C)=CC=2C(C)C)CCCCC1.CC(C)([O-])C.[Na+]. Product: [F:35][C:31]1[CH:30]=[C:29]2[C:34]([C:25]([NH:23][C:12]3[C:11]([C:8]4[CH:7]=[CH:6][C:5]([S:2]([CH3:1])(=[O:3])=[O:4])=[CH:10][CH:9]=4)=[CH:16][N:15]=[C:14]([N:17]4[CH2:22][CH2:21][O:20][CH2:19][CH2:18]4)[CH:13]=3)=[C:26]([CH3:42])[C:27]([C:36]3[CH:41]=[CH:40][CH:39]=[CH:38][N:37]=3)=[N:28]2)=[CH:33][CH:32]=1. The catalyst class is: 491. (10) Reactant: [OH:1][CH:2]([C:6]1[CH:11]=[CH:10][C:9]([CH3:12])=[CH:8][CH:7]=1)[C:3]([NH2:5])=[O:4].C(N([CH2:18][CH3:19])CC)C.[CH3:20]S(Cl)(=O)=O.O. Product: [C:20]([O:1][CH:2]([C:6]1[CH:11]=[CH:10][C:9]([CH3:12])=[CH:8][CH:7]=1)[C:3]([NH2:5])=[O:4])#[C:18][CH3:19]. The catalyst class is: 27.